From a dataset of Forward reaction prediction with 1.9M reactions from USPTO patents (1976-2016). Predict the product of the given reaction. (1) Given the reactants [Cl:1][C:2]1[S:6][C:5]([C:7]([OH:9])=O)=[CH:4][C:3]=1[C:10]1[N:14]([CH3:15])[N:13]=[CH:12][C:11]=1[F:16].[NH2:17][C@@H:18]([CH2:31][C:32]1[CH:37]=[CH:36][CH:35]=[CH:34][C:33]=1[C:38]([F:41])([F:40])[F:39])[CH2:19][N:20]1[C:28](=[O:29])[C:27]2[C:22](=[CH:23][CH:24]=[CH:25][CH:26]=2)[C:21]1=[O:30].C(N(C(C)C)CC)(C)C.F[P-](F)(F)(F)(F)F.Br[P+](N1CCCC1)(N1CCCC1)N1CCCC1, predict the reaction product. The product is: [Cl:1][C:2]1[S:6][C:5]([C:7]([NH:17][C@@H:18]([CH2:31][C:32]2[CH:37]=[CH:36][CH:35]=[CH:34][C:33]=2[C:38]([F:41])([F:39])[F:40])[CH2:19][N:20]2[C:28](=[O:29])[C:27]3[C:22](=[CH:23][CH:24]=[CH:25][CH:26]=3)[C:21]2=[O:30])=[O:9])=[CH:4][C:3]=1[C:10]1[N:14]([CH3:15])[N:13]=[CH:12][C:11]=1[F:16]. (2) Given the reactants C([SiH](CC)CC)C.[Br:8][C:9]1[CH:10]=[C:11]([CH:18]([C:20]2[CH:25]=[CH:24][C:23]([CH2:26][CH3:27])=[CH:22][CH:21]=2)O)[CH:12]=[CH:13][C:14]=1[O:15][CH2:16][CH3:17].CO.O, predict the reaction product. The product is: [Br:8][C:9]1[CH:10]=[C:11]([CH2:18][C:20]2[CH:25]=[CH:24][C:23]([CH2:26][CH3:27])=[CH:22][CH:21]=2)[CH:12]=[CH:13][C:14]=1[O:15][CH2:16][CH3:17]. (3) Given the reactants CC(OI1(OC(C)=O)(OC(C)=O)OC(=O)C2C=CC=CC1=2)=O.[CH3:23][O:24][C:25](=[O:49])[C:26]1[C:31]([NH:32][CH:33]([CH2:36][OH:37])[CH2:34][CH3:35])=[CH:30][C:29]([CH3:38])=[N:28][C:27]=1[O:39][C:40]1[C:45]([CH3:46])=[CH:44][C:43]([Cl:47])=[CH:42][C:41]=1[CH3:48], predict the reaction product. The product is: [CH3:23][O:24][C:25](=[O:49])[C:26]1[C:31]([NH:32][CH:33]([CH:36]=[O:37])[CH2:34][CH3:35])=[CH:30][C:29]([CH3:38])=[N:28][C:27]=1[O:39][C:40]1[C:41]([CH3:48])=[CH:42][C:43]([Cl:47])=[CH:44][C:45]=1[CH3:46]. (4) Given the reactants [CH3:1][O:2][C:3](=[O:14])[NH:4][CH2:5][C:6]1[CH:11]=[C:10](I)[CH:9]=[CH:8][C:7]=1[Cl:13].[C:15]([Si:17]([CH3:20])([CH3:19])[CH3:18])#[CH:16].C1(P(C2C=CC=CC=2)C2C=CC=CC=2)C=CC=CC=1, predict the reaction product. The product is: [Cl:13][C:7]1[CH:8]=[CH:9][C:10]([C:16]#[C:15][Si:17]([CH3:20])([CH3:19])[CH3:18])=[CH:11][C:6]=1[CH2:5][NH:4][C:3](=[O:14])[O:2][CH3:1].